From a dataset of NCI-60 drug combinations with 297,098 pairs across 59 cell lines. Regression. Given two drug SMILES strings and cell line genomic features, predict the synergy score measuring deviation from expected non-interaction effect. (1) Drug 1: CN(C)C1=NC(=NC(=N1)N(C)C)N(C)C. Drug 2: CS(=O)(=O)CCNCC1=CC=C(O1)C2=CC3=C(C=C2)N=CN=C3NC4=CC(=C(C=C4)OCC5=CC(=CC=C5)F)Cl. Cell line: SW-620. Synergy scores: CSS=-4.80, Synergy_ZIP=3.71, Synergy_Bliss=4.27, Synergy_Loewe=-1.23, Synergy_HSA=-0.728. (2) Drug 1: CCC(=C(C1=CC=CC=C1)C2=CC=C(C=C2)OCCN(C)C)C3=CC=CC=C3.C(C(=O)O)C(CC(=O)O)(C(=O)O)O. Drug 2: CS(=O)(=O)OCCCCOS(=O)(=O)C. Cell line: HL-60(TB). Synergy scores: CSS=29.7, Synergy_ZIP=-10.3, Synergy_Bliss=-8.54, Synergy_Loewe=-10.4, Synergy_HSA=-8.00. (3) Drug 1: C1=CC=C(C=C1)NC(=O)CCCCCCC(=O)NO. Drug 2: CCC1(C2=C(COC1=O)C(=O)N3CC4=CC5=C(C=CC(=C5CN(C)C)O)N=C4C3=C2)O.Cl. Cell line: NCI-H322M. Synergy scores: CSS=4.24, Synergy_ZIP=-2.16, Synergy_Bliss=-0.308, Synergy_Loewe=-2.05, Synergy_HSA=-1.05. (4) Drug 1: CC1C(C(=O)NC(C(=O)N2CCCC2C(=O)N(CC(=O)N(C(C(=O)O1)C(C)C)C)C)C(C)C)NC(=O)C3=C4C(=C(C=C3)C)OC5=C(C(=O)C(=C(C5=N4)C(=O)NC6C(OC(=O)C(N(C(=O)CN(C(=O)C7CCCN7C(=O)C(NC6=O)C(C)C)C)C)C(C)C)C)N)C. Drug 2: COC1=NC(=NC2=C1N=CN2C3C(C(C(O3)CO)O)O)N. Cell line: COLO 205. Synergy scores: CSS=-0.214, Synergy_ZIP=-0.551, Synergy_Bliss=-1.65, Synergy_Loewe=-4.20, Synergy_HSA=-4.55. (5) Drug 1: CN1CCC(CC1)COC2=C(C=C3C(=C2)N=CN=C3NC4=C(C=C(C=C4)Br)F)OC. Drug 2: C1=CN(C=N1)CC(O)(P(=O)(O)O)P(=O)(O)O. Cell line: A549. Synergy scores: CSS=9.51, Synergy_ZIP=-4.26, Synergy_Bliss=-2.73, Synergy_Loewe=-12.8, Synergy_HSA=-2.38. (6) Drug 1: CCCS(=O)(=O)NC1=C(C(=C(C=C1)F)C(=O)C2=CNC3=C2C=C(C=N3)C4=CC=C(C=C4)Cl)F. Drug 2: CN(CC1=CN=C2C(=N1)C(=NC(=N2)N)N)C3=CC=C(C=C3)C(=O)NC(CCC(=O)O)C(=O)O. Cell line: HS 578T. Synergy scores: CSS=-2.61, Synergy_ZIP=-2.88, Synergy_Bliss=-3.29, Synergy_Loewe=-17.1, Synergy_HSA=-9.44. (7) Drug 1: CC1C(C(CC(O1)OC2CC(CC3=C2C(=C4C(=C3O)C(=O)C5=C(C4=O)C(=CC=C5)OC)O)(C(=O)CO)O)N)O.Cl. Drug 2: C(CCl)NC(=O)N(CCCl)N=O. Cell line: A549. Synergy scores: CSS=41.0, Synergy_ZIP=-1.31, Synergy_Bliss=-2.07, Synergy_Loewe=-57.5, Synergy_HSA=-2.13. (8) Drug 1: COC1=C(C=C2C(=C1)N=CN=C2NC3=CC(=C(C=C3)F)Cl)OCCCN4CCOCC4. Drug 2: CCC(=C(C1=CC=CC=C1)C2=CC=C(C=C2)OCCN(C)C)C3=CC=CC=C3.C(C(=O)O)C(CC(=O)O)(C(=O)O)O. Cell line: PC-3. Synergy scores: CSS=15.5, Synergy_ZIP=-5.41, Synergy_Bliss=-2.17, Synergy_Loewe=-2.73, Synergy_HSA=-0.128.